From a dataset of Catalyst prediction with 721,799 reactions and 888 catalyst types from USPTO. Predict which catalyst facilitates the given reaction. Reactant: [N:1]1([C:7]([O:9][C:10]([CH3:13])([CH3:12])[CH3:11])=[O:8])[CH2:6][CH2:5][NH:4][CH2:3][CH2:2]1.[I-].[K+].C(=O)([O-])[O-].[K+].[K+].Br[CH:23]([C:25]1[CH:26]=[CH:27][C:28]([F:31])=[N:29][CH:30]=1)[CH3:24]. Product: [F:31][C:28]1[N:29]=[CH:30][C:25]([CH:23]([N:4]2[CH2:5][CH2:6][N:1]([C:7]([O:9][C:10]([CH3:13])([CH3:12])[CH3:11])=[O:8])[CH2:2][CH2:3]2)[CH3:24])=[CH:26][CH:27]=1. The catalyst class is: 10.